Dataset: Catalyst prediction with 721,799 reactions and 888 catalyst types from USPTO. Task: Predict which catalyst facilitates the given reaction. (1) Reactant: [Br:1][C:2]1[CH:7]=[CH:6][CH:5]=[CH:4][C:3]=1[CH:8]1[CH2:13][C:12](=[O:14])[CH:11]=[C:10]([OH:15])[CH2:9]1.C(N(CC)CC)C.[C:23](Cl)(=[O:25])[CH3:24]. Product: [C:23]([O:14][C:12]1[CH2:13][CH:8]([C:3]2[CH:4]=[CH:5][CH:6]=[CH:7][C:2]=2[Br:1])[CH2:9][C:10](=[O:15])[CH:11]=1)(=[O:25])[CH3:24]. The catalyst class is: 4. (2) Reactant: CC1[N:3]([C:8]2[CH:13]=[C:12]([CH3:14])[C:11]([O:15][CH2:16][C:17]3[CH:22]=[CH:21][CH:20]=[CH:19][CH:18]=3)=[C:10]([CH2:23][CH2:24][CH2:25][CH2:26][CH2:27][CH2:28][CH2:29][CH2:30][CH2:31][CH2:32][O:33][CH2:34][C:35]3[CH:40]=[CH:39][CH:38]=[CH:37][CH:36]=3)[N:9]=2)C(C)=CC=1.Cl.NO.C(N(CC)CC)C.C([O-])(O)=O.[Na+]. Product: [NH2:3][C:8]1[CH:13]=[C:12]([CH3:14])[C:11]([O:15][CH2:16][C:17]2[CH:22]=[CH:21][CH:20]=[CH:19][CH:18]=2)=[C:10]([CH2:23][CH2:24][CH2:25][CH2:26][CH2:27][CH2:28][CH2:29][CH2:30][CH2:31][CH2:32][O:33][CH2:34][C:35]2[CH:36]=[CH:37][CH:38]=[CH:39][CH:40]=2)[N:9]=1. The catalyst class is: 40.